Predict the reactants needed to synthesize the given product. From a dataset of Full USPTO retrosynthesis dataset with 1.9M reactions from patents (1976-2016). Given the product [Br:1][C:2]1[CH:3]=[C:4]2[C:8](=[CH:9][CH:10]=1)[N:7]([CH2:24][CH:25]1[CH2:31][CH2:30][CH2:29][N:28]([C:32]([O:34][CH2:35][C:36]3[CH:41]=[CH:40][CH:39]=[CH:38][CH:37]=3)=[O:33])[CH2:27][CH2:26]1)[CH:6]=[CH:5]2, predict the reactants needed to synthesize it. The reactants are: [Br:1][C:2]1[CH:3]=[C:4]2[C:8](=[CH:9][CH:10]=1)[NH:7][CH:6]=[CH:5]2.[H-].[Na+].S(O[CH2:24][CH:25]1[CH2:31][CH2:30][CH2:29][N:28]([C:32]([O:34][CH2:35][C:36]2[CH:41]=[CH:40][CH:39]=[CH:38][CH:37]=2)=[O:33])[CH2:27][CH2:26]1)(C1C=CC(C)=CC=1)(=O)=O.C(OCC)(=O)C.CCCCCC.